This data is from Reaction yield outcomes from USPTO patents with 853,638 reactions. The task is: Predict the reaction yield, written as a fraction of the theoretical maximum amount of product (1.0 means a 100% yield; for example, 0.34 means a 34% yield). (1) The reactants are C(O)(=O)C.[NH2:5][CH:6]([C:9]1[CH:14]=[CH:13][C:12]([O:15][CH3:16])=[C:11]([O:17][CH2:18][CH3:19])[CH:10]=1)[C:7]#[N:8].C([O-])(=O)C.[Na+].[N+:25]([C:28]1[CH:38]=[CH:37][CH:36]=[C:30]2[C:31]([O:33][C:34](=O)[C:29]=12)=[O:32])([O-:27])=[O:26]. The catalyst is C(O)(=O)C.C(Cl)Cl. The product is [N+:25]([C:28]1[CH:38]=[CH:37][CH:36]=[C:30]2[C:29]=1[C:34](=[O:33])[N:5]([CH:6]([C:9]1[CH:14]=[CH:13][C:12]([O:15][CH3:16])=[C:11]([O:17][CH2:18][CH3:19])[CH:10]=1)[C:7]#[N:8])[C:31]2=[O:32])([O-:27])=[O:26]. The yield is 0.840. (2) The reactants are [CH3:1][C:2]1[C:6]([CH2:7][N:8]2[CH:12]=[C:11]([N:13]3[C:17](=[O:18])[CH2:16][NH:15][C:14]3=[O:19])[CH:10]=[N:9]2)=[C:5]([CH3:20])[O:4][N:3]=1.[CH3:21][O:22][C:23]1[CH:24]=[C:25]([CH:29]=[CH:30][C:31]=1[O:32][CH3:33])[CH2:26][CH2:27]Br. No catalyst specified. The product is [CH3:21][O:22][C:23]1[CH:24]=[C:25]([CH:29]=[CH:30][C:31]=1[O:32][CH3:33])[CH2:26][CH2:27][N:15]1[CH2:16][C:17](=[O:18])[N:13]([C:11]2[CH:10]=[N:9][N:8]([CH2:7][C:6]3[C:2]([CH3:1])=[N:3][O:4][C:5]=3[CH3:20])[CH:12]=2)[C:14]1=[O:19]. The yield is 0.360. (3) The reactants are [OH:1][C@H:2]1[C@@:7]([OH:9])([CH3:8])[C@@H:6]([CH3:10])[CH2:5][C@@H:4]([C:11]2[CH:16]=[CH:15][N:14]=[CH:13][C:12]=2[NH:17][C:18]([C:20]2[N:25]=[C:24]([C:26]3[C:31]([F:32])=[CH:30][C:29]([C:33]4[CH2:38][CH2:37][N:36](C(OCC5C=CC=CC=5)=O)[CH2:35][CH:34]=4)=[CH:28][C:27]=3[F:49])[C:23]([F:50])=[CH:22][CH:21]=2)=[O:19])[CH2:3]1.[CH3:51][CH2:52]O. The catalyst is [Pd]. The product is [OH:1][C@H:2]1[C@@:7]([OH:9])([CH3:8])[C@@H:6]([CH3:10])[CH2:5][C@@H:4]([C:11]2[CH:16]=[CH:15][N:14]=[CH:13][C:12]=2[NH:17][C:18](=[O:19])[C:20]2[CH:21]=[CH:22][C:23]([F:50])=[C:24]([C:26]3[C:31]([F:32])=[CH:30][C:29]([CH:33]4[CH2:34][CH2:35][N:36]([CH2:51][CH3:52])[CH2:37][CH2:38]4)=[CH:28][C:27]=3[F:49])[N:25]=2)[CH2:3]1. The yield is 0.910. (4) The reactants are CO[C:3]([C:5]1[CH:14]=[CH:13][C:8]2[NH:9][C:10](=[S:12])[NH:11][C:7]=2[CH:6]=1)=[O:4].Br[CH2:16][CH2:17][CH2:18]Br.Cl.[OH-].[Na+]. The catalyst is C(O)C.CN(C=O)C. The product is [S:12]1[C:10]2[N:11]([C:7]3[C:8]([N:9]=2)=[CH:13][CH:14]=[C:5]([CH2:3][OH:4])[CH:6]=3)[CH2:18][CH2:17][CH2:16]1. The yield is 0.680.